This data is from Reaction yield outcomes from USPTO patents with 853,638 reactions. The task is: Predict the reaction yield, written as a fraction of the theoretical maximum amount of product (1.0 means a 100% yield; for example, 0.34 means a 34% yield). (1) The reactants are [CH3:1][C:2]12[C:11]([CH3:13])([CH3:12])[CH:8]([CH2:9][CH2:10]1)[C:4]1([CH2:7][CH2:6][CH2:5]1)[CH:3]2[NH:14][CH:15]=O.[H-].[Al+3].[Li+].[H-].[H-].[H-]. The catalyst is C1COCC1. The product is [CH3:15][NH:14][C@@H:3]1[C:4]2([CH2:5][CH2:6][CH2:7]2)[C@@H:8]2[C:11]([CH3:13])([CH3:12])[C@@:2]1([CH3:1])[CH2:10][CH2:9]2. The yield is 0.350. (2) The reactants are [Cl:1][C:2]1[CH:8]=[CH:7][C:6]([N+:9]([O-:11])=[O:10])=[CH:5][C:3]=1N.S(=O)(=O)(O)O.N([O-])=O.[Na+].[I-:21].[K+]. The catalyst is O. The product is [Cl:1][C:2]1[CH:8]=[CH:7][C:6]([N+:9]([O-:11])=[O:10])=[CH:5][C:3]=1[I:21]. The yield is 0.730.